This data is from Forward reaction prediction with 1.9M reactions from USPTO patents (1976-2016). The task is: Predict the product of the given reaction. (1) Given the reactants [N:1]1([C:7]2[CH:8]=[C:9]([CH:11]=[C:12]([O:14][CH2:15][C:16]3[CH:21]=[CH:20][CH:19]=[CH:18][CH:17]=3)[CH:13]=2)[NH2:10])[CH2:6][CH2:5][O:4][CH2:3][CH2:2]1.Cl[C:23]1[N:28]=[C:27]([N:29]([CH3:39])[C:30]2[CH:31]=[C:32]([CH2:37][OH:38])[CH:33]=[CH:34][C:35]=2[CH3:36])[CH:26]=[CH:25][N:24]=1, predict the reaction product. The product is: [CH3:36][C:35]1[CH:34]=[CH:33][C:32]([CH2:37][OH:38])=[CH:31][C:30]=1[N:29]([CH3:39])[C:27]1[CH:26]=[CH:25][N:24]=[C:23]([NH:10][C:9]2[CH:11]=[C:12]([O:14][CH2:15][C:16]3[CH:17]=[CH:18][CH:19]=[CH:20][CH:21]=3)[CH:13]=[C:7]([N:1]3[CH2:6][CH2:5][O:4][CH2:3][CH2:2]3)[CH:8]=2)[N:28]=1. (2) Given the reactants [C:1]([O:5][C:6](=[O:22])[N:7]([C@@H:9]1[C@@H:13]([C:14]2[CH:19]=[CH:18][C:17]([Cl:20])=[C:16]([Cl:21])[CH:15]=2)[CH2:12][NH:11][CH2:10]1)[CH3:8])([CH3:4])([CH3:3])[CH3:2].[CH:23]1([CH2:26][N:27]2[CH2:32][CH2:31][CH:30]([C:33](O)=[O:34])[CH2:29][CH2:28]2)[CH2:25][CH2:24]1, predict the reaction product. The product is: [C:1]([O:5][C:6](=[O:22])[N:7]([C@@H:9]1[C@@H:13]([C:14]2[CH:19]=[CH:18][C:17]([Cl:20])=[C:16]([Cl:21])[CH:15]=2)[CH2:12][N:11]([C:33]([CH:30]2[CH2:31][CH2:32][N:27]([CH2:26][CH:23]3[CH2:25][CH2:24]3)[CH2:28][CH2:29]2)=[O:34])[CH2:10]1)[CH3:8])([CH3:4])([CH3:2])[CH3:3].